This data is from Tyrosyl-DNA phosphodiesterase HTS with 341,365 compounds. The task is: Binary Classification. Given a drug SMILES string, predict its activity (active/inactive) in a high-throughput screening assay against a specified biological target. (1) The compound is O=C(N1C(c2[nH]c3c(c2CC1)cccc3)c1ccc(cc1)C)Nc1cc(c(cc1)C)C. The result is 0 (inactive). (2) The molecule is O=C(c1c(n(c(=O)n(c1=O)C)C)N)CNc1c(c(ccc1)C)C. The result is 0 (inactive). (3) The molecule is Brc1cc2c(nc(oc2=O)c2ccc(OCCCCCC)cc2)cc1. The result is 0 (inactive).